From a dataset of Forward reaction prediction with 1.9M reactions from USPTO patents (1976-2016). Predict the product of the given reaction. (1) The product is: [F:18][C:19]1[CH:20]=[C:21]([C:31](=[O:33])[CH3:32])[CH:22]=[CH:23][C:24]=1[N:25]1[CH2:30][CH2:29][N:28]([C:7](=[O:9])[C:6]2[CH:10]=[C:11]([S:14]([CH3:17])(=[O:16])=[O:15])[CH:12]=[CH:13][C:5]=2[S:4][CH:1]([CH3:2])[CH3:3])[CH2:27][CH2:26]1. Given the reactants [CH:1]([S:4][C:5]1[CH:13]=[CH:12][C:11]([S:14]([CH3:17])(=[O:16])=[O:15])=[CH:10][C:6]=1[C:7]([OH:9])=O)([CH3:3])[CH3:2].[F:18][C:19]1[CH:20]=[C:21]([C:31](=[O:33])[CH3:32])[CH:22]=[CH:23][C:24]=1[N:25]1[CH2:30][CH2:29][NH:28][CH2:27][CH2:26]1, predict the reaction product. (2) The product is: [Cl:32][C:5]1[C:6]([C:8]2[C:9](=[O:31])[N:10]([CH:28]([CH3:29])[CH3:30])[C:11]3[C:16]([CH:17]=2)=[CH:15][N:14]=[C:13]([NH:18][CH2:19][C:20]2[CH:21]=[CH:22][C:23]([O:26][CH3:27])=[CH:24][CH:25]=2)[CH:12]=3)=[CH:7][C:2]([NH:1][C:42]([NH:41][C:37]2[CH:38]=[CH:39][CH:40]=[C:35]([F:34])[CH:36]=2)=[O:43])=[C:3]([F:33])[CH:4]=1. Given the reactants [NH2:1][C:2]1[C:3]([F:33])=[CH:4][C:5]([Cl:32])=[C:6]([C:8]2[C:9](=[O:31])[N:10]([CH:28]([CH3:30])[CH3:29])[C:11]3[C:16]([CH:17]=2)=[CH:15][N:14]=[C:13]([NH:18][CH2:19][C:20]2[CH:25]=[CH:24][C:23]([O:26][CH3:27])=[CH:22][CH:21]=2)[CH:12]=3)[CH:7]=1.[F:34][C:35]1[CH:36]=[C:37]([N:41]=[C:42]=[O:43])[CH:38]=[CH:39][CH:40]=1, predict the reaction product. (3) Given the reactants [CH2:1]([O:5][C:6]([C@@H:8]1[CH2:13][CH2:12][C@H:11]([C:14](O)=[O:15])[CH2:10][CH2:9]1)=[O:7])[CH2:2][CH2:3][CH3:4].B, predict the reaction product. The product is: [OH:15][CH2:14][C@@H:11]1[CH2:10][CH2:9][C@H:8]([C:6]([O:5][CH2:1][CH2:2][CH2:3][CH3:4])=[O:7])[CH2:13][CH2:12]1.